This data is from Forward reaction prediction with 1.9M reactions from USPTO patents (1976-2016). The task is: Predict the product of the given reaction. (1) Given the reactants [CH:1]1([C:4]2[NH:8][C:7]3[CH:9]=[C:10]([C:27]4[C:28]([CH3:33])=[N:29][O:30][C:31]=4[CH3:32])[CH:11]=[C:12]([C:13]([C:21]4[S:22][C:23]([CH3:26])=[CH:24][N:25]=4)([C:15]4[S:16][C:17]([CH3:20])=[CH:18][N:19]=4)[OH:14])[C:6]=3[N:5]=2)[CH2:3][CH2:2]1.[S:34]1[CH:38]=[CH:37][CH:36]=[C:35]1[C:39](Cl)=[O:40].CCOC(C)=O, predict the reaction product. The product is: [CH:1]1([C:4]2[N:8]([C:39]([C:35]3[S:34][CH:38]=[CH:37][CH:36]=3)=[O:40])[C:7]3[CH:9]=[C:10]([C:27]4[C:28]([CH3:33])=[N:29][O:30][C:31]=4[CH3:32])[CH:11]=[C:12]([C:13]([OH:14])([C:21]4[S:22][C:23]([CH3:26])=[CH:24][N:25]=4)[C:15]4[S:16][C:17]([CH3:20])=[CH:18][N:19]=4)[C:6]=3[N:5]=2)[CH2:3][CH2:2]1. (2) The product is: [Cl:1][C:2]1[CH:7]=[CH:6][CH:5]=[CH:4][C:3]=1[C:8]1[S:9][C:10]([CH:13]=[N:16][CH3:15])=[CH:11][N:12]=1. Given the reactants [Cl:1][C:2]1[CH:7]=[CH:6][CH:5]=[CH:4][C:3]=1[C:8]1[S:9][C:10]([CH:13]=O)=[CH:11][N:12]=1.[CH3:15][NH2:16], predict the reaction product. (3) Given the reactants [OH:1][CH:2]1[CH2:11][C:10]2[C:9]([NH:12][C:13](=[O:21])[C:14]3[CH:19]=[CH:18][C:17](I)=[CH:16][CH:15]=3)=[CH:8][CH:7]=[CH:6][C:5]=2[CH2:4][CH2:3]1.CN(C=O)C.[F:27][C:28]1[CH:29]=[C:30](B(O)O)[CH:31]=[CH:32][C:33]=1[F:34].C(=O)([O-])[O-].[Na+].[Na+], predict the reaction product. The product is: [F:27][C:28]1[CH:29]=[C:30]([C:17]2[CH:18]=[CH:19][C:14]([C:13]([NH:12][C:9]3[C:10]4[CH2:11][CH:2]([OH:1])[CH2:3][CH2:4][C:5]=4[CH:6]=[CH:7][CH:8]=3)=[O:21])=[CH:15][CH:16]=2)[CH:31]=[CH:32][C:33]=1[F:34]. (4) Given the reactants [NH2:1][C:2]1[CH:7]=[CH:6][C:5]([C:8]2[C:14]3[CH:15]=[C:16]([O:19][CH3:20])[CH:17]=[CH:18][C:13]=3[CH2:12][C@H:11]([CH3:21])[N:10]([C:22]([NH:24][CH3:25])=[O:23])[N:9]=2)=[CH:4][CH:3]=1.Br[CH2:27][CH2:28][O:29][CH2:30][CH2:31]Br.C(N(C(C)C)CC)(C)C.O, predict the reaction product. The product is: [CH3:20][O:19][C:16]1[CH:17]=[CH:18][C:13]2[CH2:12][C@H:11]([CH3:21])[N:10]([C:22]([NH:24][CH3:25])=[O:23])[N:9]=[C:8]([C:5]3[CH:6]=[CH:7][C:2]([N:1]4[CH2:31][CH2:30][O:29][CH2:28][CH2:27]4)=[CH:3][CH:4]=3)[C:14]=2[CH:15]=1. (5) Given the reactants [C:1]([C:5]1[S:9][C:8]([NH:10][C:11]([NH:13][C:14]2[CH:19]=[C:18]([C:20]3[C:31](=[O:32])[N:30]([CH3:33])[C:23]4[N:24]=[C:25](SC)[N:26]=[CH:27][C:22]=4[CH:21]=3)[C:17]([CH3:34])=[CH:16][C:15]=2[F:35])=[O:12])=[N:7][N:6]=1)([CH3:4])([CH3:3])[CH3:2].[CH3:36][NH2:37].C1COCC1, predict the reaction product. The product is: [C:1]([C:5]1[S:9][C:8]([NH:10][C:11]([NH:13][C:14]2[CH:19]=[C:18]([C:20]3[C:31](=[O:32])[N:30]([CH3:33])[C:23]4[N:24]=[C:25]([NH:37][CH3:36])[N:26]=[CH:27][C:22]=4[CH:21]=3)[C:17]([CH3:34])=[CH:16][C:15]=2[F:35])=[O:12])=[N:7][N:6]=1)([CH3:2])([CH3:3])[CH3:4]. (6) Given the reactants [O:1]1[CH2:6][CH2:5][CH:4]([C:7]([OH:9])=O)[CH2:3][CH2:2]1.F[B-](F)(F)F.N1(OC(N(C)C)=[N+](C)C)C2C=CC=CC=2N=N1.C(N(CC)C(C)C)(C)C.[F:41][C:42]1[CH:47]=[CH:46][C:45]([O:48][C:49](=[O:65])[N:50]([C@@H:52]2[C@@H:56]([C:57]3[CH:62]=[CH:61][C:60]([Cl:63])=[C:59]([Cl:64])[CH:58]=3)[CH2:55][NH:54][CH2:53]2)[CH3:51])=[CH:44][CH:43]=1, predict the reaction product. The product is: [F:41][C:42]1[CH:47]=[CH:46][C:45]([O:48][C:49](=[O:65])[N:50]([C@@H:52]2[C@@H:56]([C:57]3[CH:62]=[CH:61][C:60]([Cl:63])=[C:59]([Cl:64])[CH:58]=3)[CH2:55][N:54]([C:7]([CH:4]3[CH2:3][CH2:2][O:1][CH2:6][CH2:5]3)=[O:9])[CH2:53]2)[CH3:51])=[CH:44][CH:43]=1. (7) Given the reactants [ClH:1].[Br:2][C:3]1[C:7]([C:8]#[N:9])=[N:6][N:5]([CH3:10])[C:4]=1[CH2:11][C:12]1([F:25])[CH2:17][CH2:16][N:15](C(OC(C)(C)C)=O)[CH2:14][CH2:13]1, predict the reaction product. The product is: [ClH:1].[Br:2][C:3]1[C:7]([C:8]#[N:9])=[N:6][N:5]([CH3:10])[C:4]=1[CH2:11][C:12]1([F:25])[CH2:13][CH2:14][NH:15][CH2:16][CH2:17]1. (8) The product is: [NH2:7][C@@H:8]([CH2:12][S:13][CH2:14][C:15]1[CH:16]=[CH:17][C:18]([F:21])=[CH:19][CH:20]=1)[CH2:9][OH:10]. Given the reactants [H-].[Al+3].[Li+].[H-].[H-].[H-].[NH2:7][C@@H:8]([CH2:12][S:13][CH2:14][C:15]1[CH:20]=[CH:19][C:18]([F:21])=[CH:17][CH:16]=1)[C:9](O)=[O:10], predict the reaction product. (9) Given the reactants C([O:3][C:4](=O)[C:5]([OH:24])([C:20]([F:23])([F:22])[F:21])[CH2:6][C:7]([C:11]1[CH:16]=[CH:15][C:14]([O:17][CH3:18])=[C:13]([F:19])[CH:12]=1)=[C:8]([CH3:10])[CH3:9])C.[H-].[Al+3].[Li+].[H-].[H-].[H-].[Cl-].[NH4+], predict the reaction product. The product is: [F:19][C:13]1[CH:12]=[C:11]([C:7](=[C:8]([CH3:10])[CH3:9])[CH2:6][C:5]([OH:24])([C:20]([F:22])([F:23])[F:21])[CH:4]=[O:3])[CH:16]=[CH:15][C:14]=1[O:17][CH3:18].